Task: Predict the reactants needed to synthesize the given product.. Dataset: Full USPTO retrosynthesis dataset with 1.9M reactions from patents (1976-2016) (1) Given the product [CH2:14]1[C@@H:10]2[CH2:9][C:8]3[CH:7]=[C:6]([C:4]([OH:5])=[O:3])[NH:13][C:12]=3[C@H:11]12, predict the reactants needed to synthesize it. The reactants are: C([O:3][C:4]([C:6]1[NH:13][C:12]2[C@@H:11]3[CH2:14][C@@H:10]3[CH2:9][C:8]=2[CH:7]=1)=[O:5])C.[OH-].[Li+].CO. (2) Given the product [Cl:1][C:2]1[CH:27]=[CH:26][C:5]([CH2:6][N:7]2[C:15]3[C:10](=[CH:11][C:12]([CH:16]=[C:17]4[S:21][C:20]([N:32]5[CH2:38][CH2:37][CH2:36][NH:35][CH2:34][CH2:33]5)=[N:19][C:18]4=[O:25])=[CH:13][CH:14]=3)[CH:9]=[N:8]2)=[C:4]([C:28]([F:30])([F:29])[F:31])[CH:3]=1, predict the reactants needed to synthesize it. The reactants are: [Cl:1][C:2]1[CH:27]=[CH:26][C:5]([CH2:6][N:7]2[C:15]3[C:10](=[CH:11][C:12]([CH:16]=[C:17]4[S:21][C:20](SCC)=[N:19][C:18]4=[O:25])=[CH:13][CH:14]=3)[CH:9]=[N:8]2)=[C:4]([C:28]([F:31])([F:30])[F:29])[CH:3]=1.[NH:32]1[CH2:38][CH2:37][CH2:36][NH:35][CH2:34][CH2:33]1.